This data is from Forward reaction prediction with 1.9M reactions from USPTO patents (1976-2016). The task is: Predict the product of the given reaction. Given the reactants C(OC(=O)[NH:7][CH2:8][CH2:9][C@H:10]1[CH2:13][C@@H:12]([CH:14]([OH:23])[CH2:15][CH2:16][C:17]2[CH:22]=[CH:21][CH:20]=[CH:19][CH:18]=2)[CH2:11]1)(C)(C)C.[ClH:25], predict the reaction product. The product is: [ClH:25].[NH2:7][CH2:8][CH2:9][C@@H:10]1[CH2:11][C@H:12]([CH:14]([OH:23])[CH2:15][CH2:16][C:17]2[CH:18]=[CH:19][CH:20]=[CH:21][CH:22]=2)[CH2:13]1.